Dataset: Full USPTO retrosynthesis dataset with 1.9M reactions from patents (1976-2016). Task: Predict the reactants needed to synthesize the given product. (1) Given the product [CH3:12][O:13][C:4]1[CH:3]=[C:2]([Br:1])[CH:7]=[CH:6][C:5]=1[N+:8]([O-:10])=[O:9], predict the reactants needed to synthesize it. The reactants are: [Br:1][C:2]1[CH:7]=[CH:6][C:5]([N+:8]([O-:10])=[O:9])=[C:4](F)[CH:3]=1.[CH3:12][O-:13].[Na+].CO. (2) Given the product [Cl:1][C:2]1[CH:3]=[C:4]([CH:20]=[C:21]([Cl:23])[CH:22]=1)[CH2:5][NH:6][C:7]1[CH:12]=[C:11]([N:27]2[CH2:26][CH2:25][N:24]([C:30]([O:32][C:33]([CH3:36])([CH3:35])[CH3:34])=[O:31])[CH2:29][CH2:28]2)[CH:10]=[CH:9][C:8]=1[C:14](=[O:19])[C:15]([F:18])([F:17])[F:16], predict the reactants needed to synthesize it. The reactants are: [Cl:1][C:2]1[CH:3]=[C:4]([CH:20]=[C:21]([Cl:23])[CH:22]=1)[CH2:5][NH:6][C:7]1[CH:12]=[C:11](F)[CH:10]=[CH:9][C:8]=1[C:14](=[O:19])[C:15]([F:18])([F:17])[F:16].[N:24]1([C:30]([O:32][C:33]([CH3:36])([CH3:35])[CH3:34])=[O:31])[CH2:29][CH2:28][NH:27][CH2:26][CH2:25]1.C(N(CC)C(C)C)(C)C. (3) Given the product [CH3:1][O:2][C:3]1[CH:8]=[C:7]([O:9][CH3:10])[CH:6]=[CH:5][C:4]=1[CH2:11][N:17]=[C:20]=[O:29], predict the reactants needed to synthesize it. The reactants are: [CH3:1][O:2][C:3]1[CH:8]=[C:7]([O:9][CH3:10])[CH:6]=[CH:5][C:4]=1[CH2:11]C(O)=O.C([N:17]([CH2:20]C)CC)C.C1(P(N=[N+]=[N-])(C2C=CC=CC=2)=[O:29])C=CC=CC=1. (4) Given the product [OH:8][CH2:9][C@@H:10]1[C@@H:14]([C:15]2[CH:16]=[CH:17][CH:18]=[CH:19][CH:20]=2)[CH2:13][N:12]([C:21]([O:23][C:24]2[CH:25]=[CH:26][C:27]([C:30]([O:32][CH3:33])=[O:31])=[CH:28][CH:29]=2)=[O:22])[CH2:11]1, predict the reactants needed to synthesize it. The reactants are: [Si]([O:8][CH2:9][C@@H:10]1[C@@H:14]([C:15]2[CH:20]=[CH:19][CH:18]=[CH:17][CH:16]=2)[CH2:13][N:12]([C:21]([O:23][C:24]2[CH:29]=[CH:28][C:27]([C:30]([O:32][CH3:33])=[O:31])=[CH:26][CH:25]=2)=[O:22])[CH2:11]1)(C(C)(C)C)(C)C.CCCC[N+](CCCC)(CCCC)CCCC.[F-]. (5) Given the product [C:1]([O:5][C:6]([N:8]1[CH2:13][CH2:12][N:11]2[C:14]([C:17](=[O:22])[NH:26][CH2:24][CH3:25])=[CH:15][CH:16]=[C:10]2[CH:9]1[CH3:23])=[O:7])([CH3:4])([CH3:3])[CH3:2], predict the reactants needed to synthesize it. The reactants are: [C:1]([O:5][C:6]([N:8]1[CH2:13][CH2:12][N:11]2[C:14]([C:17](=[O:22])C(Cl)(Cl)Cl)=[CH:15][CH:16]=[C:10]2[CH:9]1[CH3:23])=[O:7])([CH3:4])([CH3:3])[CH3:2].[CH2:24]([NH2:26])[CH3:25]. (6) Given the product [OH:33][CH:34]1[CH2:39][CH2:38][N:37]([C:15]([N:13]2[CH2:14][CH:9]([C:6]3[CH:5]=[CH:4][C:3]([C:2]([F:1])([F:32])[F:31])=[CH:8][CH:7]=3)[CH2:10][CH:11]([C:27]([O:29][CH3:30])=[O:28])[CH2:12]2)=[O:16])[CH2:36][CH2:35]1, predict the reactants needed to synthesize it. The reactants are: [F:1][C:2]([F:32])([F:31])[C:3]1[CH:8]=[CH:7][C:6]([CH:9]2[CH2:14][N:13]([C:15](OC3C=CC([N+]([O-])=O)=CC=3)=[O:16])[CH2:12][CH:11]([C:27]([O:29][CH3:30])=[O:28])[CH2:10]2)=[CH:5][CH:4]=1.[OH:33][CH:34]1[CH2:39][CH2:38][NH:37][CH2:36][CH2:35]1. (7) Given the product [C:1]([C@H:5]1[CH2:22][CH2:21][C@@:20]2([CH3:23])[C:7](=[CH:8][CH:9]([OH:25])[C@@H:10]3[C@@H:19]2[CH2:18][CH2:17][C@@:15]2([CH3:16])[C@H:11]3[CH2:12][CH2:13][C@@H:14]2[OH:24])[CH2:6]1)([O:3][CH3:4])=[O:2], predict the reactants needed to synthesize it. The reactants are: [C:1]([C@H:5]1[CH2:22][CH2:21][C@@:20]2([CH3:23])[C:7](=[CH:8][C:9](=[O:25])[C@@H:10]3[C@@H:19]2[CH2:18][CH2:17][C@@:15]2([CH3:16])[C@H:11]3[CH2:12][CH2:13][C:14]2=[O:24])[CH2:6]1)([O:3][CH3:4])=[O:2].[BH4-].[Na+]. (8) Given the product [CH3:11][C:6]1[NH:7][C:8]2[C:4]([CH:5]=1)=[CH:3][C:2]([C:13]#[N:14])=[CH:10][CH:9]=2, predict the reactants needed to synthesize it. The reactants are: Br[C:2]1[CH:3]=[C:4]2[C:8](=[CH:9][CH:10]=1)[NH:7][C:6]([CH3:11])=[CH:5]2.[Cu](C#N)[C:13]#[N:14].CCOC(C)=O.Cl.